From a dataset of Reaction yield outcomes from USPTO patents with 853,638 reactions. Predict the reaction yield, written as a fraction of the theoretical maximum amount of product (1.0 means a 100% yield; for example, 0.34 means a 34% yield). (1) The reactants are Br[C:2]1[S:3][C:4]([Br:7])=[CH:5][N:6]=1.[C:8]([O:12][C:13]([N:15]1[CH2:20][CH2:19][NH:18][CH2:17][CH2:16]1)=[O:14])([CH3:11])([CH3:10])[CH3:9].C(N(CC)CC)C. The catalyst is C(O)CCC. The product is [Br:7][C:4]1[S:3][C:2]([N:18]2[CH2:17][CH2:16][N:15]([C:13]([O:12][C:8]([CH3:11])([CH3:10])[CH3:9])=[O:14])[CH2:20][CH2:19]2)=[N:6][CH:5]=1. The yield is 0.920. (2) The reactants are [Br:1][C:2]1[N:7]=[C:6]([NH:8][C:9]2[CH:10]=[C:11]3[C:15](=[CH:16][CH:17]=2)[NH:14][CH:13]=[CH:12]3)[C:5]([NH2:18])=[N:4][CH:3]=1.[C:19](N1C=CN=C1)(N1C=CN=C1)=[O:20]. The catalyst is C1COCC1. The product is [Br:1][C:2]1[N:7]=[C:6]2[N:8]([C:9]3[CH:10]=[C:11]4[C:15](=[CH:16][CH:17]=3)[NH:14][CH:13]=[CH:12]4)[C:19](=[O:20])[NH:18][C:5]2=[N:4][CH:3]=1. The yield is 0.410. (3) The product is [NH2:21][C:22]1[N:27]=[CH:26][N:25]=[C:24]2[N:28]([CH2:45][C@@H:46]3[CH2:50][CH2:49][CH2:48][N:47]3[C:51]([C:52](=[CH:3][C:2]([CH3:5])([NH:6][CH:7]3[CH2:10][O:9][CH2:8]3)[CH3:1])[C:53]#[N:54])=[O:55])[N:29]=[C:30]([C:31]3[CH:36]=[CH:35][C:34]([O:37][C:38]4[CH:39]=[CH:40][CH:41]=[CH:42][CH:43]=4)=[CH:33][C:32]=3[F:44])[C:23]=12. The catalyst is C(Cl)Cl.CCOC(C)=O. The yield is 0.402. The reactants are [CH3:1][C:2]([NH:6][CH:7]1[CH2:10][O:9][CH2:8]1)([CH3:5])[CH:3]=O.N1CCCC1.[Si](Cl)(C)(C)C.[NH2:21][C:22]1[N:27]=[CH:26][N:25]=[C:24]2[N:28]([CH2:45][C@@H:46]3[CH2:50][CH2:49][CH2:48][N:47]3[C:51](=[O:55])[CH2:52][C:53]#[N:54])[N:29]=[C:30]([C:31]3[CH:36]=[CH:35][C:34]([O:37][C:38]4[CH:43]=[CH:42][CH:41]=[CH:40][CH:39]=4)=[CH:33][C:32]=3[F:44])[C:23]=12. (4) The reactants are [N+:1]([C:4]1[CH:12]=[CH:11][C:7]([C:8](Cl)=[O:9])=[CH:6][CH:5]=1)([O-:3])=[O:2].[NH2:13][C:14]1[CH:19]=[CH:18][N:17]=[CH:16][C:15]=1[OH:20].C([O-])([O-])=O.[Na+].[Na+].CC(O)=O. The catalyst is N1C=CC=CC=1.O. The product is [OH:20][C:15]1[CH:16]=[N:17][CH:18]=[CH:19][C:14]=1[NH:13][C:8](=[O:9])[C:7]1[CH:11]=[CH:12][C:4]([N+:1]([O-:3])=[O:2])=[CH:5][CH:6]=1. The yield is 0.520.